Dataset: Full USPTO retrosynthesis dataset with 1.9M reactions from patents (1976-2016). Task: Predict the reactants needed to synthesize the given product. (1) Given the product [Br:20][C:18]1[N:17]=[C:16]([CH3:21])[N:15]=[C:14]([NH:13][C:2]2[S:3][C:4]([C:7]([O:9][CH:10]([CH3:12])[CH3:11])=[O:8])=[CH:5][N:6]=2)[CH:19]=1, predict the reactants needed to synthesize it. The reactants are: Cl[C:2]1[S:3][C:4]([C:7]([O:9][CH:10]([CH3:12])[CH3:11])=[O:8])=[CH:5][N:6]=1.[NH2:13][C:14]1[CH:19]=[C:18]([Br:20])[N:17]=[C:16]([CH3:21])[N:15]=1. (2) The reactants are: [CH2:1]([O:8][C:9](=[O:17])[NH:10][C@H:11]1[CH2:14][C@@H:13]([CH2:15][OH:16])[CH2:12]1)[C:2]1[CH:7]=[CH:6][CH:5]=[CH:4][CH:3]=1.CS(C)=O.C(N(CC)CC)C.C(Cl)(=O)C(Cl)=O. Given the product [CH2:1]([O:8][C:9](=[O:17])[NH:10][C@H:11]1[CH2:14][C@@H:13]([CH:15]=[O:16])[CH2:12]1)[C:2]1[CH:3]=[CH:4][CH:5]=[CH:6][CH:7]=1, predict the reactants needed to synthesize it.